The task is: Binary Classification. Given a miRNA mature sequence and a target amino acid sequence, predict their likelihood of interaction.. This data is from Experimentally validated miRNA-target interactions with 360,000+ pairs, plus equal number of negative samples. The miRNA is hsa-miR-876-5p with sequence UGGAUUUCUUUGUGAAUCACCA. The protein sequence of the target gene is MYLETRRAIFVFWIFLQVQGTKDISINIYHSETKDIDNPPRNETTESTEKMYKMSTMRRIFDLAKHRTKRSAFFPTGVKVCPQESMKQILDSLQAYYRLRVCQEAVWEAYRIFLDRIPDTGEYQDWVSICQQETFCLFDIGKNFSNSQEHLDLLQQRIKQRSFPDRKDEISAEKTLGEPGETIVISTDVANVSLGPFPLTPDDTLLNEILDNTLNDTKMPTTERETEFAVLEEQRVELSVSLVNQKFKAELADSQSPYYQELAGKSQLQMQKIFKKLPGFKKIHVLGFRPKKEKDGSSST.... Result: 1 (interaction).